Dataset: Peptide-MHC class I binding affinity with 185,985 pairs from IEDB/IMGT. Task: Regression. Given a peptide amino acid sequence and an MHC pseudo amino acid sequence, predict their binding affinity value. This is MHC class I binding data. (1) The peptide sequence is HPDIVIYQY. The MHC is HLA-B51:01 with pseudo-sequence HLA-B51:01. The binding affinity (normalized) is 0.0773. (2) The peptide sequence is KSSSIDVDKR. The MHC is HLA-A31:01 with pseudo-sequence HLA-A31:01. The binding affinity (normalized) is 0.590. (3) The peptide sequence is STLNFNNLY. The MHC is HLA-B44:02 with pseudo-sequence HLA-B44:02. The binding affinity (normalized) is 0.111.